From a dataset of NCI-60 drug combinations with 297,098 pairs across 59 cell lines. Regression. Given two drug SMILES strings and cell line genomic features, predict the synergy score measuring deviation from expected non-interaction effect. Cell line: BT-549. Drug 2: CC(C)CN1C=NC2=C1C3=CC=CC=C3N=C2N. Drug 1: CCCCC(=O)OCC(=O)C1(CC(C2=C(C1)C(=C3C(=C2O)C(=O)C4=C(C3=O)C=CC=C4OC)O)OC5CC(C(C(O5)C)O)NC(=O)C(F)(F)F)O. Synergy scores: CSS=42.8, Synergy_ZIP=-5.01, Synergy_Bliss=-4.76, Synergy_Loewe=-5.57, Synergy_HSA=-6.36.